Dataset: Full USPTO retrosynthesis dataset with 1.9M reactions from patents (1976-2016). Task: Predict the reactants needed to synthesize the given product. Given the product [CH3:1][O:2][C@H:3]1[CH2:20][C@@:19]2([CH3:21])[C@@H:6]([CH2:7][CH2:8][C@@H:9]3[C@@H:18]2[CH2:17][CH2:16][C@@:14]2([CH3:15])[C@H:10]3[CH2:11][CH2:12][C@@H:13]2[CH2:22][OH:36])[CH2:5][C@@H:4]1[O:23][CH2:24][O:25][CH3:26], predict the reactants needed to synthesize it. The reactants are: [CH3:1][O:2][C@H:3]1[CH2:20][C@@:19]2([CH3:21])[C@@H:6]([CH2:7][CH2:8][C@@H:9]3[C@@H:18]2[CH2:17][CH2:16][C@@:14]2([CH3:15])[C@H:10]3[CH2:11][CH2:12][C:13]2=[CH2:22])[CH2:5][C@@H:4]1[O:23][CH2:24][O:25][CH3:26].B1C2CCCC1CCC2.[OH:36]O.[OH-].[Na+].